From a dataset of TCR-epitope binding with 47,182 pairs between 192 epitopes and 23,139 TCRs. Binary Classification. Given a T-cell receptor sequence (or CDR3 region) and an epitope sequence, predict whether binding occurs between them. (1) The epitope is NLNESLIDL. The TCR CDR3 sequence is CATRSWEVVNEQFF. Result: 1 (the TCR binds to the epitope). (2) The epitope is KPLEFGATSAAL. The TCR CDR3 sequence is CASSLTGGYNEQFF. Result: 1 (the TCR binds to the epitope). (3) The epitope is FIAGLIAIV. The TCR CDR3 sequence is CASSFGQLTGELFF. Result: 1 (the TCR binds to the epitope). (4) The epitope is AMFWSVPTV. The TCR CDR3 sequence is CASSPPNYGYTF. Result: 0 (the TCR does not bind to the epitope). (5) The epitope is KPLEFGATSAAL. The TCR CDR3 sequence is CASSLGRDIGDTQYF. Result: 1 (the TCR binds to the epitope).